This data is from Catalyst prediction with 721,799 reactions and 888 catalyst types from USPTO. The task is: Predict which catalyst facilitates the given reaction. Reactant: [C:1]([CH2:4][CH2:5][CH2:6][C:7]1[CH:15]=[CH:14][CH:13]=[CH:12][C:8]=1[C:9]([OH:11])=[O:10])([OH:3])=O.CCN(C(C)C)C(C)C.CN(C(ON1N=NC2C=CC=NC1=2)=[N+](C)C)C.F[P-](F)(F)(F)(F)F.[CH2:49]([O:51][C:52](=[O:65])[C@H:53]([OH:64])[C@H:54]([NH2:63])[CH2:55][C:56]1[CH:61]=[CH:60][CH:59]=[CH:58][C:57]=1[Cl:62])[CH3:50]. Product: [Cl:62][C:57]1[CH:58]=[CH:59][CH:60]=[CH:61][C:56]=1[CH2:55][C@@H:54]([NH:63][C:1]([CH2:4][CH2:5][CH2:6][C:7]1[CH:15]=[CH:14][CH:13]=[CH:12][C:8]=1[C:9]([OH:11])=[O:10])=[O:3])[C@H:53]([C:52]([O:51][CH2:49][CH3:50])=[O:65])[OH:64]. The catalyst class is: 2.